This data is from Forward reaction prediction with 1.9M reactions from USPTO patents (1976-2016). The task is: Predict the product of the given reaction. Given the reactants [CH:1]1([O:6][C:7]2[CH:8]=[C:9]([C@@H:13]([NH:15]C(=O)OC(C)(C)C)[CH3:14])[CH:10]=[CH:11][CH:12]=2)[CH2:5][CH2:4][CH2:3][CH2:2]1.O1CCOCC1.[ClH:29], predict the reaction product. The product is: [CH:1]1([O:6][C:7]2[CH:8]=[C:9]([C@@H:13]([NH2:15])[CH3:14])[CH:10]=[CH:11][CH:12]=2)[CH2:5][CH2:4][CH2:3][CH2:2]1.[ClH:29].